This data is from Forward reaction prediction with 1.9M reactions from USPTO patents (1976-2016). The task is: Predict the product of the given reaction. (1) Given the reactants Cl[C:2]1[C:3]([NH2:9])=[N:4][CH:5]=[N:6][C:7]=1Cl.[NH:10]1[CH2:14][CH2:13][CH:12]([CH2:15][NH:16][C:17](=[O:23])OC(C)(C)C)[CH2:11]1.[O:24]([C:31]1[CH:36]=[CH:35][C:34](B(O)O)=[CH:33][CH:32]=1)[C:25]1[CH:30]=[CH:29][CH:28]=[CH:27][CH:26]=1.[C:40](Cl)(=O)[CH:41]=C, predict the reaction product. The product is: [NH2:9][C:3]1[N:4]=[CH:5][N:6]=[C:7]([N:10]2[CH2:14][CH2:13][CH:12]([CH2:15][NH:16][C:17](=[O:23])[CH:40]=[CH2:41])[CH2:11]2)[C:2]=1[C:28]1[CH:29]=[CH:30][C:25]([O:24][C:31]2[CH:36]=[CH:35][CH:34]=[CH:33][CH:32]=2)=[CH:26][CH:27]=1. (2) Given the reactants [Cl-].[Al+3].[Cl-].[Cl-].[Cl:5][C:6]1[CH:14]=[CH:13][C:9]([C:10](Cl)=[O:11])=[CH:8][C:7]=1[S:15](=[O:18])(=[O:17])[NH2:16].[CH2:19]([N:21]1[C:26](=[O:27])[CH2:25][CH2:24][C:23]2[C:28]3[CH:29]=[CH:30][CH:31]=[CH:32][C:33]=3[CH2:34][C:22]1=2)[CH3:20], predict the reaction product. The product is: [Cl:5][C:6]1[CH:14]=[CH:13][C:9]([C:10]([C:31]2[CH:30]=[CH:29][C:28]3[C:23]4[CH2:24][CH2:25][C:26](=[O:27])[N:21]([CH2:19][CH3:20])[C:22]=4[CH2:34][C:33]=3[CH:32]=2)=[O:11])=[CH:8][C:7]=1[S:15]([NH2:16])(=[O:18])=[O:17]. (3) The product is: [CH2:1]([O:3][C:4]([C:6]1[CH:11]=[C:10]([C:37]2[N:36]([CH3:34])[C:44]3[C:39]([CH:38]=2)=[CH:40][CH:41]=[CH:42][CH:43]=3)[C:9](=[O:13])[N:8]([CH2:14][O:15][CH2:16][CH2:17][Si:18]([CH3:21])([CH3:20])[CH3:19])[C:7]=1[CH3:22])=[O:5])[CH3:2]. Given the reactants [CH2:1]([O:3][C:4]([C:6]1[CH:11]=[C:10](I)[C:9](=[O:13])[N:8]([CH2:14][O:15][CH2:16][CH2:17][Si:18]([CH3:21])([CH3:20])[CH3:19])[C:7]=1[CH3:22])=[O:5])[CH3:2].C(=O)([O-])[O-].[K+].[K+].C(O[C:34]([N:36]1[C:44]2[C:39](=[CH:40][CH:41]=[CH:42][CH:43]=2)[CH:38]=[C:37]1B(O)O)=O)(C)(C)C.ClCCl, predict the reaction product. (4) Given the reactants [H-].[Na+].[NH:3]1[CH:7]=[CH:6][CH:5]=[N:4]1.Br[C:9]1[CH:14]=[CH:13][C:12]([Br:15])=[CH:11][N:10]=1, predict the reaction product. The product is: [Br:15][C:12]1[CH:13]=[CH:14][C:9]([N:3]2[CH:7]=[CH:6][CH:5]=[N:4]2)=[N:10][CH:11]=1.